Dataset: Peptide-MHC class I binding affinity with 185,985 pairs from IEDB/IMGT. Task: Regression. Given a peptide amino acid sequence and an MHC pseudo amino acid sequence, predict their binding affinity value. This is MHC class I binding data. (1) The peptide sequence is VTSMEELAR. The MHC is HLA-A31:01 with pseudo-sequence HLA-A31:01. The binding affinity (normalized) is 0.504. (2) The peptide sequence is AEIESATLF. The MHC is HLA-A02:01 with pseudo-sequence HLA-A02:01. The binding affinity (normalized) is 0.0847. (3) The peptide sequence is SLYKYLLLR. The MHC is HLA-B08:03 with pseudo-sequence HLA-B08:03. The binding affinity (normalized) is 0.0847.